From a dataset of Full USPTO retrosynthesis dataset with 1.9M reactions from patents (1976-2016). Predict the reactants needed to synthesize the given product. (1) Given the product [Cl:13][C:10]1[C:9]2[C:4](=[CH:5][N:6]=[CH:7][CH:8]=2)[N:3]=[C:2]([C:19]2[CH:24]=[CH:23][CH:22]=[CH:21][N:20]=2)[C:11]=1[CH3:12], predict the reactants needed to synthesize it. The reactants are: Cl[C:2]1[C:11]([CH3:12])=[C:10]([Cl:13])[C:9]2[C:4](=[CH:5][N:6]=[CH:7][CH:8]=2)[N:3]=1.C([Sn](CCCC)(CCCC)[C:19]1[CH:24]=[CH:23][CH:22]=[CH:21][N:20]=1)CCC. (2) Given the product [C:1]([C:5]1[CH:9]=[C:8]([CH2:10][Cl:14])[O:7][N:6]=1)([CH3:4])([CH3:3])[CH3:2], predict the reactants needed to synthesize it. The reactants are: [C:1]([C:5]1[CH:9]=[C:8]([CH2:10]O)[O:7][N:6]=1)([CH3:4])([CH3:3])[CH3:2].S(Cl)([Cl:14])=O. (3) Given the product [CH3:19][C:18]1([CH3:20])[C:14]([CH3:13])([CH3:28])[O:15][B:16]([C:21]2[CH:26]=[CH:25][C:24]([NH:27][C:10]([C:2]3[O:1][C:5]4[CH:6]=[CH:7][CH:8]=[CH:9][C:4]=4[CH:3]=3)=[O:12])=[CH:23][CH:22]=2)[O:17]1, predict the reactants needed to synthesize it. The reactants are: [O:1]1[C:5]2[CH:6]=[CH:7][CH:8]=[CH:9][C:4]=2[CH:3]=[C:2]1[C:10]([OH:12])=O.[CH3:13][C:14]1([CH3:28])[C:18]([CH3:20])([CH3:19])[O:17][B:16]([C:21]2[CH:26]=[CH:25][C:24]([NH2:27])=[CH:23][CH:22]=2)[O:15]1.